Dataset: Forward reaction prediction with 1.9M reactions from USPTO patents (1976-2016). Task: Predict the product of the given reaction. (1) Given the reactants C[O:2][C:3](=[O:19])[C@H:4]([N:11]([CH3:18])[C:12]1[CH:17]=[CH:16][CH:15]=[CH:14][CH:13]=1)[C:5]1[CH:10]=[CH:9][CH:8]=[CH:7][CH:6]=1.[ClH:20].O, predict the reaction product. The product is: [ClH:20].[CH3:18][N:11]([C@H:4]([C:5]1[CH:10]=[CH:9][CH:8]=[CH:7][CH:6]=1)[C:3]([OH:19])=[O:2])[C:12]1[CH:13]=[CH:14][CH:15]=[CH:16][CH:17]=1. (2) The product is: [Br:1][C:2]1[CH:3]=[N:4][CH:5]=[C:6]([O:10][CH3:9])[CH:7]=1. Given the reactants [Br:1][C:2]1[CH:3]=[N:4][CH:5]=[C:6](Br)[CH:7]=1.[CH3:9][O-:10].[Na+].O, predict the reaction product. (3) Given the reactants C1(C)C=CC=CC=1P(C1C=CC=CC=1C)C1C=CC=CC=1C.Br[C:24]1[C:25]([N:55]2[CH2:60][CH2:59][N:58]([CH3:61])[CH2:57][CH2:56]2)=[CH:26][C:27]([O:53][CH3:54])=[C:28]([NH:30][C:31]2[N:36]=[C:35]([NH:37][C:38]3[CH:43]=[C:42]([CH:44]=[CH2:45])[CH:41]=[CH:40][C:39]=3[S:46]([CH:49]([CH3:51])[CH3:50])(=[O:48])=[O:47])[C:34]([Cl:52])=[CH:33][N:32]=2)[CH:29]=1.CCN(CC)CC, predict the reaction product. The product is: [Cl:52][C:34]1[CH:33]=[N:32][C:31]2[NH:30][C:28]3[C:27]([O:53][CH3:54])=[CH:26][C:25]([N:55]4[CH2:60][CH2:59][N:58]([CH3:61])[CH2:57][CH2:56]4)=[C:24]([CH:29]=3)[CH:45]=[CH:44][C:42]3[CH:43]=[C:38]([NH:37][C:35]=1[N:36]=2)[C:39]([S:46]([CH:49]([CH3:50])[CH3:51])(=[O:47])=[O:48])=[CH:40][CH:41]=3.